Dataset: Peptide-MHC class II binding affinity with 134,281 pairs from IEDB. Task: Regression. Given a peptide amino acid sequence and an MHC pseudo amino acid sequence, predict their binding affinity value. This is MHC class II binding data. (1) The peptide sequence is MATTLPVQRHPRSLF. The MHC is HLA-DPA10201-DPB10501 with pseudo-sequence HLA-DPA10201-DPB10501. The binding affinity (normalized) is 0.151. (2) The peptide sequence is GKIILVAVHVASGYI. The MHC is DRB1_1501 with pseudo-sequence DRB1_1501. The binding affinity (normalized) is 0.546. (3) The peptide sequence is RTEIDKPSQHHHHHH. The MHC is HLA-DPA10201-DPB10101 with pseudo-sequence HLA-DPA10201-DPB10101. The binding affinity (normalized) is 0.